The task is: Predict the product of the given reaction.. This data is from Forward reaction prediction with 1.9M reactions from USPTO patents (1976-2016). (1) Given the reactants [CH3:1][N:2]([C:22]1[CH:27]=[N:26][C:25]([C:28]([F:31])([F:30])[F:29])=[CH:24][N:23]=1)[C@H:3]1[CH2:7][CH2:6][CH2:5][C@@H:4]1[NH:8][C:9](=[O:21])[C:10]1[CH:15]=[CH:14][CH:13]=[CH:12][C:11]=1[N:16]1[N:20]=[CH:19][CH:18]=[N:17]1.CN(C1C=NC(C(F)(F)[F:47])=CN=1)[C@H]1CCC[C@@H]1N.FC1C=CC=C(N2N=CC=N2)C=1C(O)=O, predict the reaction product. The product is: [F:47][C:15]1[CH:14]=[CH:13][CH:12]=[C:11]([N:16]2[N:20]=[CH:19][CH:18]=[N:17]2)[C:10]=1[C:9]([NH:8][C@H:4]1[CH2:5][CH2:6][CH2:7][C@@H:3]1[N:2]([CH3:1])[C:22]1[CH:27]=[N:26][C:25]([C:28]([F:29])([F:31])[F:30])=[CH:24][N:23]=1)=[O:21]. (2) Given the reactants [NH2:1][C@@H:2]1[CH2:7][CH2:6][CH2:5][C@H:4]([C:8]([O:10][CH2:11][CH3:12])=[O:9])[CH2:3]1.C(N(CC)CC)C.[N+:20]([C:23]1[CH:28]=[CH:27][CH:26]=[CH:25][C:24]=1[S:29](Cl)(=[O:31])=[O:30])([O-:22])=[O:21], predict the reaction product. The product is: [N+:20]([C:23]1[CH:28]=[CH:27][CH:26]=[CH:25][C:24]=1[S:29]([NH:1][C@@H:2]1[CH2:7][CH2:6][CH2:5][C@H:4]([C:8]([O:10][CH2:11][CH3:12])=[O:9])[CH2:3]1)(=[O:31])=[O:30])([O-:22])=[O:21]. (3) Given the reactants O1[C:5]2[CH:6]=[CH:7][CH:8]=[CH:9][C:4]=2[N:3]=[C:2]1[NH:10][C@H:11]1[CH2:15][CH2:14][CH2:13][C@@H:12]1[NH:16][C:17](=[O:29])[C:18]1[CH:23]=[CH:22][CH:21]=[CH:20][C:19]=1[N:24]1[N:28]=[CH:27][CH:26]=[N:25]1.Cl.N[C@H]1CCC[C@@H]1NC(=O)C1C=CC=CC=1N1N=CC=N1.ClC1[S:53]C2C=CC=CC=2N=1, predict the reaction product. The product is: [S:53]1[C:5]2[CH:6]=[CH:7][CH:8]=[CH:9][C:4]=2[N:3]=[C:2]1[NH:10][C@H:11]1[CH2:15][CH2:14][CH2:13][C@@H:12]1[NH:16][C:17](=[O:29])[C:18]1[CH:23]=[CH:22][CH:21]=[CH:20][C:19]=1[N:24]1[N:28]=[CH:27][CH:26]=[N:25]1. (4) The product is: [C:1]1([CH:7]([C:47]2[CH:48]=[CH:49][CH:50]=[CH:51][CH:52]=2)[O:8][C:9]2[CH:42]=[CH:41][C:12]([CH2:13][NH:14][C:15]3[CH:20]=[CH:19][C:18]([CH2:21][CH2:22][C:23]([O:25][CH2:26][CH3:27])=[O:24])=[C:17]([F:28])[CH:16]=3)=[CH:11][C:10]=2[CH2:43][CH:44]([CH3:46])[CH3:45])[CH:2]=[CH:3][CH:4]=[CH:5][CH:6]=1. Given the reactants [C:1]1([CH:7]([C:47]2[CH:52]=[CH:51][CH:50]=[CH:49][CH:48]=2)[O:8][C:9]2[CH:42]=[CH:41][C:12]([CH2:13][N:14](S(C3C=CC=CC=3[N+]([O-])=O)(=O)=O)[C:15]3[CH:20]=[CH:19][C:18]([CH2:21][CH2:22][C:23]([O:25][CH2:26][CH3:27])=[O:24])=[C:17]([F:28])[CH:16]=3)=[CH:11][C:10]=2[CH2:43][CH:44]([CH3:46])[CH3:45])[CH:6]=[CH:5][CH:4]=[CH:3][CH:2]=1.SCC(O)=O.O.[OH-].[Li+].C(=O)([O-])O.[Na+], predict the reaction product. (5) Given the reactants [CH3:1][O:2][C:3]1[CH:4]=[C:5]2[O:9][C:8]([C:10]3[N:11]=[C:12]4[N:16]([CH:17]=3)[N:15]=[C:14]([O:18][CH3:19])[S:13]4)=[CH:7][C:6]2=[C:20]([OH:22])[CH:21]=1.O[CH2:24][C:25]1[N:26]=[C:27]([C:30]2([OH:40])[C:39]3[C:34](=[CH:35][CH:36]=[CH:37][CH:38]=3)[O:33][CH2:32][CH2:31]2)[S:28][CH:29]=1, predict the reaction product. The product is: [CH3:1][O:2][C:3]1[CH:21]=[C:20]([O:22][CH2:24][C:25]2[N:26]=[C:27]([C:30]3([OH:40])[C:39]4[C:34](=[CH:35][CH:36]=[CH:37][CH:38]=4)[O:33][CH2:32][CH2:31]3)[S:28][CH:29]=2)[C:6]2[CH:7]=[C:8]([C:10]3[N:11]=[C:12]4[N:16]([CH:17]=3)[N:15]=[C:14]([O:18][CH3:19])[S:13]4)[O:9][C:5]=2[CH:4]=1. (6) Given the reactants [Br:1][C:2]1[CH:3]=[CH:4][C:5]([OH:11])=[C:6]([C:8](=[O:10])[CH3:9])[CH:7]=1.Cl[CH2:13][C:14]([OH:16])=[O:15].[OH-].[Na+], predict the reaction product. The product is: [C:8]([C:6]1[CH:7]=[C:2]([Br:1])[CH:3]=[CH:4][C:5]=1[O:11][CH2:13][C:14]([OH:16])=[O:15])(=[O:10])[CH3:9]. (7) The product is: [Br:1][C:2]1[CH:3]=[CH:4][C:5]([O:26][CH3:27])=[C:6]([S:8]([C:11]2[CH:12]=[CH:13][C:14]([O:24][CH3:25])=[C:15]([CH:16]=2)[NH2:17])(=[O:10])=[O:9])[CH:7]=1. Given the reactants [Br:1][C:2]1[CH:3]=[CH:4][C:5]([O:26][CH3:27])=[C:6]([S:8]([C:11]2[CH:12]=[CH:13][C:14]([O:24][CH3:25])=[C:15]([NH:17]C(=O)C(F)(F)F)[CH:16]=2)(=[O:10])=[O:9])[CH:7]=1.[OH-].[Na+], predict the reaction product. (8) Given the reactants [F:1][C:2]1[CH:10]=[C:9]([N+:11]([O-:13])=[O:12])[CH:8]=[CH:7][C:3]=1[C:4](O)=[O:5].Cl.[CH3:15][NH:16][CH3:17].C1C=CC2N(O)N=NC=2C=1.CCN=C=NCCCN(C)C.Cl, predict the reaction product. The product is: [F:1][C:2]1[CH:10]=[C:9]([N+:11]([O-:13])=[O:12])[CH:8]=[CH:7][C:3]=1[C:4]([N:16]([CH3:17])[CH3:15])=[O:5].